This data is from Full USPTO retrosynthesis dataset with 1.9M reactions from patents (1976-2016). The task is: Predict the reactants needed to synthesize the given product. (1) Given the product [OH:13][CH2:12][C:10]1[N:11]=[C:7]([NH:6][C:1](=[O:5])[CH:2]([CH3:3])[CH3:4])[S:8][CH:9]=1, predict the reactants needed to synthesize it. The reactants are: [C:1]([NH:6][C:7]1[S:8][CH:9]=[C:10]([C:12](OCC)=[O:13])[N:11]=1)(=[O:5])[CH:2]([CH3:4])[CH3:3].[BH4-].[Li+]. (2) Given the product [CH2:9]1[C@@H:8]([CH2:7][CH2:1][CH2:2][CH2:3][C:4]([OH:6])=[O:5])[S:12][S:11][CH2:10]1, predict the reactants needed to synthesize it. The reactants are: [CH2:1]([CH2:7][C@@H:8]([SH:12])[CH2:9][CH2:10][SH:11])[CH2:2][CH2:3][C:4]([OH:6])=[O:5].O.[OH-].[Na+].OS(O)(=O)=O.